The task is: Regression. Given a peptide amino acid sequence and an MHC pseudo amino acid sequence, predict their binding affinity value. This is MHC class II binding data.. This data is from Peptide-MHC class II binding affinity with 134,281 pairs from IEDB. The peptide sequence is DLDPVIYDSKFEKQL. The MHC is DRB1_0301 with pseudo-sequence DRB1_0301. The binding affinity (normalized) is 0.